This data is from hERG channel blocking data for cardiac toxicity assessment. The task is: Regression/Classification. Given a drug SMILES string, predict its toxicity properties. Task type varies by dataset: regression for continuous values (e.g., LD50, hERG inhibition percentage) or binary classification for toxic/non-toxic outcomes (e.g., AMES mutagenicity, cardiotoxicity, hepatotoxicity). Dataset: herg. (1) The molecule is CC(C)n1c(/C=C\[C@@H](O)C[C@@H](O)CC(=O)[O-])c(-c2ccc(F)cc2)c2ccccc21. The result is 0 (non-blocker). (2) The molecule is CC(C)(C)c1ccc(C(=O)CCC[NH+]2CCC(OC(c3ccccc3)c3ccccc3)CC2)cc1. The result is 1 (blocker).